Predict which catalyst facilitates the given reaction. From a dataset of Catalyst prediction with 721,799 reactions and 888 catalyst types from USPTO. Reactant: [F:1][C:2]1[CH:3]=[CH:4][C:5]([CH3:12])=[C:6]([CH:11]=1)[C:7]([O:9][CH3:10])=[O:8].C1C(=O)N([Br:20])C(=O)C1. Product: [Br:20][CH2:12][C:5]1[CH:4]=[CH:3][C:2]([F:1])=[CH:11][C:6]=1[C:7]([O:9][CH3:10])=[O:8]. The catalyst class is: 340.